Dataset: Forward reaction prediction with 1.9M reactions from USPTO patents (1976-2016). Task: Predict the product of the given reaction. (1) Given the reactants [Cl:1][C:2]1[CH:3]=[C:4]([CH2:8][C:9](Cl)=[O:10])[CH:5]=[CH:6][CH:7]=1.[NH2:12][C:13]1[S:14][C:15]2[CH:21]=[C:20]([O:22][CH3:23])[CH:19]=[CH:18][C:16]=2[N:17]=1, predict the reaction product. The product is: [CH3:23][O:22][C:20]1[CH:19]=[CH:18][C:16]2[N:17]=[C:13]([NH:12][C:9](=[O:10])[CH2:8][C:4]3[CH:5]=[CH:6][CH:7]=[C:2]([Cl:1])[CH:3]=3)[S:14][C:15]=2[CH:21]=1. (2) The product is: [CH3:30][O:31][C:32]1[CH:39]=[CH:38][C:35]([CH2:36][O:28][C@H:12]2[CH2:11][N:10]([S:7]([C:4]3[CH:3]=[CH:2][C:1]([CH3:29])=[CH:6][CH:5]=3)(=[O:8])=[O:9])[C@H:15]([CH2:16][O:17][Si:18]([CH:22]([CH3:23])[CH3:24])([CH:25]([CH3:27])[CH3:26])[CH:19]([CH3:21])[CH3:20])[CH2:14][CH2:13]2)=[CH:34][CH:33]=1. Given the reactants [C:1]1([CH3:29])[CH:6]=[CH:5][C:4]([S:7]([N:10]2[C@H:15]([CH2:16][O:17][Si:18]([CH:25]([CH3:27])[CH3:26])([CH:22]([CH3:24])[CH3:23])[CH:19]([CH3:21])[CH3:20])[CH2:14][CH2:13][C@@H:12]([OH:28])[CH2:11]2)(=[O:9])=[O:8])=[CH:3][CH:2]=1.[CH3:30][O:31][C:32]1[CH:39]=[CH:38][C:35]([CH2:36]Cl)=[CH:34][CH:33]=1, predict the reaction product. (3) Given the reactants [CH3:1][C:2]1[CH:7]=[C:6]([O:8][C@H:9]2[CH2:13][CH2:12][N:11]([S:14]([CH3:17])(=[O:16])=[O:15])[CH2:10]2)[CH:5]=[C:4]([CH3:18])[C:3]=1[C:19]1[CH:24]=[CH:23][CH:22]=[C:21]([CH2:25][O:26][C:27]2[CH:40]=[CH:39][C:30]3[C@H:31]([CH2:34][C:35]([O:37]C)=[O:36])[CH2:32][O:33][C:29]=3[CH:28]=2)[CH:20]=1.[OH-].[Li+], predict the reaction product. The product is: [CH3:18][C:4]1[CH:5]=[C:6]([O:8][C@H:9]2[CH2:13][CH2:12][N:11]([S:14]([CH3:17])(=[O:16])=[O:15])[CH2:10]2)[CH:7]=[C:2]([CH3:1])[C:3]=1[C:19]1[CH:24]=[CH:23][CH:22]=[C:21]([CH2:25][O:26][C:27]2[CH:40]=[CH:39][C:30]3[C@H:31]([CH2:34][C:35]([OH:37])=[O:36])[CH2:32][O:33][C:29]=3[CH:28]=2)[CH:20]=1. (4) Given the reactants [C:1]([NH:4][N:5]=[C:6]1[C@@H:12]([CH2:13][C:14]([O:16][CH3:17])=[O:15])[S:11][C@H:10]([C:18]2[CH:23]=[CH:22][CH:21]=[C:20]([O:24][CH3:25])[C:19]=2[O:26][CH3:27])[C:9]2[CH:28]=[C:29]([Cl:32])[CH:30]=[CH:31][C:8]=2[NH:7]1)(=O)[CH3:2], predict the reaction product. The product is: [Cl:32][C:29]1[CH:30]=[CH:31][C:8]2[N:7]3[C:1]([CH3:2])=[N:4][N:5]=[C:6]3[C@@H:12]([CH2:13][C:14]([O:16][CH3:17])=[O:15])[S:11][C@H:10]([C:18]3[CH:23]=[CH:22][CH:21]=[C:20]([O:24][CH3:25])[C:19]=3[O:26][CH3:27])[C:9]=2[CH:28]=1. (5) Given the reactants [CH2:1]([C:3]1[O:7][N:6]=[C:5]([CH2:8][C:9]2[CH:14]=[CH:13][C:12]([N+:15]([O-])=O)=[CH:11][CH:10]=2)[N:4]=1)[CH3:2].[Cl-].[Ca+2].[Cl-], predict the reaction product. The product is: [CH2:1]([C:3]1[O:7][N:6]=[C:5]([CH2:8][C:9]2[CH:10]=[CH:11][C:12]([NH2:15])=[CH:13][CH:14]=2)[N:4]=1)[CH3:2]. (6) The product is: [ClH:38].[ClH:38].[CH2:31]([N:29]([CH3:30])[CH2:28][C@H:9]1[CH2:10][N:11]([C:14]2[CH:19]=[CH:18][C:17]([O:20][CH3:21])=[C:16]([O:22][CH:23]3[CH2:27][CH2:26][CH2:25][CH2:24]3)[CH:15]=2)[CH2:12][CH2:13][NH:8]1)[C:32]1[CH:33]=[CH:34][CH:35]=[CH:36][CH:37]=1. Given the reactants C(OC([N:8]1[CH2:13][CH2:12][N:11]([C:14]2[CH:19]=[CH:18][C:17]([O:20][CH3:21])=[C:16]([O:22][CH:23]3[CH2:27][CH2:26][CH2:25][CH2:24]3)[CH:15]=2)[CH2:10][C@@H:9]1[CH2:28][N:29]([CH2:31][C:32]1[CH:37]=[CH:36][CH:35]=[CH:34][CH:33]=1)[CH3:30])=O)(C)(C)C.[ClH:38], predict the reaction product. (7) Given the reactants Br[C:2]1[C:7]([CH:8]=[O:9])=[CH:6][N:5]=[CH:4][CH:3]=1.[C:10]1(B(O)O)[CH:15]=[CH:14][CH:13]=[CH:12][CH:11]=1.C([O-])([O-])=O.[Na+].[Na+].O, predict the reaction product. The product is: [C:10]1([C:2]2[C:7]([CH:8]=[O:9])=[CH:6][N:5]=[CH:4][CH:3]=2)[CH:15]=[CH:14][CH:13]=[CH:12][CH:11]=1. (8) Given the reactants [CH3:1][C:2]1[CH:3]=[C:4]2[C:9](=[CH:10][CH:11]=1)[NH:8][CH2:7][CH2:6][CH2:5]2.[CH:12]([CH:15]1[CH2:17][N:16]1[S:18]([C:21]1[C:26]([Cl:27])=[CH:25][C:24]([Cl:28])=[CH:23][C:22]=1[Cl:29])(=[O:20])=[O:19])([CH3:14])[CH3:13], predict the reaction product. The product is: [Cl:29][C:22]1[CH:23]=[C:24]([Cl:28])[CH:25]=[C:26]([Cl:27])[C:21]=1[S:18]([NH:16][CH:15]([CH2:17][N:8]1[C:9]2[C:4](=[CH:3][C:2]([CH3:1])=[CH:11][CH:10]=2)[CH2:5][CH2:6][CH2:7]1)[CH:12]([CH3:14])[CH3:13])(=[O:19])=[O:20].